Dataset: Catalyst prediction with 721,799 reactions and 888 catalyst types from USPTO. Task: Predict which catalyst facilitates the given reaction. (1) Reactant: [Cl:1][C:2]1[CH:3]=[C:4]([N:8]2[CH2:13][CH2:12][NH:11][CH2:10][CH2:9]2)[CH:5]=[CH:6][CH:7]=1.Cl[CH2:15][CH2:16][C:17]([O:19][CH3:20])=[O:18].C(=O)([O-])[O-].[Cs+].[Cs+]. Product: [CH3:20][O:19][C:17](=[O:18])[CH2:16][CH2:15][N:11]1[CH2:12][CH2:13][N:8]([C:4]2[CH:5]=[CH:6][CH:7]=[C:2]([Cl:1])[CH:3]=2)[CH2:9][CH2:10]1. The catalyst class is: 9. (2) Reactant: [CH3:1][O:2][C:3]1[CH:8]=[CH:7][C:6]([C:9]2([C:12]3O[C:15]([NH2:17])=[N:14][N:13]=3)[CH2:11][CH2:10]2)=[CH:5][CH:4]=1.[NH2:18][NH2:19]. Product: [CH3:1][O:2][C:3]1[CH:8]=[CH:7][C:6]([C:9]2([C:12]3[N:18]([NH2:19])[C:15]([NH2:17])=[N:14][N:13]=3)[CH2:11][CH2:10]2)=[CH:5][CH:4]=1. The catalyst class is: 6. (3) Reactant: C([O:3][C:4](=[O:45])[CH2:5][O:6][C:7]1[CH:12]=[CH:11][C:10]([S:13][CH2:14][CH:15]=[C:16]([C:29]2[CH:34]=[CH:33][C:32]([C:35]3[CH:36]=[N:37][CH:38]=[CH:39][CH:40]=3)=[CH:31][CH:30]=2)[C:17]2[CH:22]=[CH:21][C:20]([C:23]3[CH:24]=[N:25][CH:26]=[CH:27][CH:28]=3)=[CH:19][CH:18]=2)=[CH:9][C:8]=1[C:41]([F:44])([F:43])[F:42])C. Product: [N:25]1[CH:26]=[CH:27][CH:28]=[C:23]([C:20]2[CH:19]=[CH:18][C:17]([C:16]([C:29]3[CH:30]=[CH:31][C:32]([C:35]4[CH:36]=[N:37][CH:38]=[CH:39][CH:40]=4)=[CH:33][CH:34]=3)=[CH:15][CH2:14][S:13][C:10]3[CH:11]=[CH:12][C:7]([O:6][CH2:5][C:4]([OH:45])=[O:3])=[C:8]([C:41]([F:44])([F:42])[F:43])[CH:9]=3)=[CH:22][CH:21]=2)[CH:24]=1. The catalyst class is: 494.